Predict the reactants needed to synthesize the given product. From a dataset of Full USPTO retrosynthesis dataset with 1.9M reactions from patents (1976-2016). (1) Given the product [CH2:1]([O:8][CH2:9][CH2:10][CH2:11][CH:12]([C:21]1[C:22]([I:36])=[C:23]([CH:24]2[CH2:27][CH:26]([CH2:28][C:29]([CH3:32])([CH3:31])[CH3:30])[CH2:25]2)[O:34][N:33]=1)[CH2:13][C:14]([O:16][C:17]([CH3:20])([CH3:19])[CH3:18])=[O:15])[C:2]1[CH:7]=[CH:6][CH:5]=[CH:4][CH:3]=1, predict the reactants needed to synthesize it. The reactants are: [CH2:1]([O:8][CH2:9][CH2:10][CH2:11][CH:12]([C:21](=[N:33][O:34]C)[C:22]#[C:23][CH:24]1[CH2:27][CH:26]([CH2:28][C:29]([CH3:32])([CH3:31])[CH3:30])[CH2:25]1)[CH2:13][C:14]([O:16][C:17]([CH3:20])([CH3:19])[CH3:18])=[O:15])[C:2]1[CH:7]=[CH:6][CH:5]=[CH:4][CH:3]=1.[I:36]Cl.S([O-])([O-])=O.[Na+].[Na+]. (2) Given the product [Cl:9][C:10]1[CH:18]=[CH:17][C:13]([C:14]([N:2]([CH3:1])[C:3]2[CH:8]=[CH:7][CH:6]=[CH:5][CH:4]=2)=[O:15])=[CH:12][C:11]=1[N:19]1[C:28](=[O:29])[C:27]2[C:22](=[CH:23][CH:24]=[CH:25][CH:26]=2)[NH:21][C:20]1=[O:30], predict the reactants needed to synthesize it. The reactants are: [CH3:1][NH:2][C:3]1[CH:8]=[CH:7][CH:6]=[CH:5][CH:4]=1.[Cl:9][C:10]1[CH:18]=[CH:17][C:13]([C:14](O)=[O:15])=[CH:12][C:11]=1[N:19]1[C:28](=[O:29])[C:27]2[C:22](=[CH:23][CH:24]=[CH:25][CH:26]=2)[NH:21][C:20]1=[O:30].Cl.C(N=C=NCCCN(C)C)C.CN1C=CN=C1. (3) Given the product [Br:51][C:52]1[CH:56]=[C:55]([CH2:57][NH:58][C:38]([C:35]2([CH2:41][NH:42][C:43]([O:45][C:46]([CH3:49])([CH3:48])[CH3:47])=[O:44])[CH2:34][CH2:33][N:32]([C:30]([O:29][C:25]([CH3:28])([CH3:27])[CH3:26])=[O:31])[CH2:37][CH2:36]2)=[O:39])[O:54][N:53]=1, predict the reactants needed to synthesize it. The reactants are: F[P-](F)(F)(F)(F)F.N1(OC(N(C)C)=[N+](C)C)C2N=CC=CC=2N=N1.[C:25]([O:29][C:30]([N:32]1[CH2:37][CH2:36][C:35]([CH2:41][NH:42][C:43]([O:45][C:46]([CH3:49])([CH3:48])[CH3:47])=[O:44])([C:38](O)=[O:39])[CH2:34][CH2:33]1)=[O:31])([CH3:28])([CH3:27])[CH3:26].Cl.[Br:51][C:52]1[CH:56]=[C:55]([CH2:57][NH2:58])[O:54][N:53]=1.C(N(C(C)C)C(C)C)C. (4) Given the product [NH2:22][C:19]1[CH:20]=[CH:21][C:16]([C:14]([N:11]2[CH2:12][CH2:13][C@@H:9]([NH:8][C:5]3[N:4]=[C:3]([C:30]4[C:38]5[C:33](=[CH:34][CH:35]=[CH:36][CH:37]=5)[N:32]([S:39]([C:42]5[CH:43]=[CH:44][CH:45]=[CH:46][CH:47]=5)(=[O:40])=[O:41])[CH:31]=4)[C:2]([Cl:1])=[CH:7][N:6]=3)[CH2:10]2)=[O:15])=[CH:17][CH:18]=1, predict the reactants needed to synthesize it. The reactants are: [Cl:1][C:2]1[C:3]([C:30]2[C:38]3[C:33](=[CH:34][CH:35]=[CH:36][CH:37]=3)[N:32]([S:39]([C:42]3[CH:47]=[CH:46][CH:45]=[CH:44][CH:43]=3)(=[O:41])=[O:40])[CH:31]=2)=[N:4][C:5]([NH:8][C@@H:9]2[CH2:13][CH2:12][N:11]([C:14]([C:16]3[CH:21]=[CH:20][C:19]([NH:22]C(=O)OC(C)(C)C)=[CH:18][CH:17]=3)=[O:15])[CH2:10]2)=[N:6][CH:7]=1.C(O)(C(F)(F)F)=O. (5) Given the product [Br:12][C:9]1[CH:10]=[CH:11][C:6]([NH:5][C:3](=[O:4])[CH:2]([O:14][C:15]2[CH:16]=[CH:17][C:18]([CH2:21][C:22](=[O:23])[CH3:24])=[CH:19][CH:20]=2)[CH3:13])=[CH:7][CH:8]=1, predict the reactants needed to synthesize it. The reactants are: Br[CH:2]([CH3:13])[C:3]([NH:5][C:6]1[CH:11]=[CH:10][C:9]([Br:12])=[CH:8][CH:7]=1)=[O:4].[OH:14][C:15]1[CH:20]=[CH:19][C:18]([CH2:21][C:22]([CH3:24])=[O:23])=[CH:17][CH:16]=1.C(=O)([O-])[O-].[K+].[K+].C(OCC)(=O)C. (6) Given the product [CH3:40][O:39][CH2:38][CH2:37][C:28]1([O:23][C:20]2[CH:21]=[CH:22][C:17]([O:16][C:15]3[CH:24]=[CH:25][C:12]([C:9]4[CH:10]=[CH:11][N:7]([C:4]5[CH:3]=[CH:2][C:1]([CH3:26])=[CH:6][CH:5]=5)[N:8]=4)=[CH:13][CH:14]=3)=[CH:18][CH:19]=2)[C:29](=[O:36])[NH:30][C:31](=[O:35])[NH:32][C:33]1=[O:34], predict the reactants needed to synthesize it. The reactants are: [C:1]1([CH3:26])[CH:6]=[CH:5][C:4]([N:7]2[CH:11]=[CH:10][C:9]([C:12]3[CH:25]=[CH:24][C:15]([O:16][C:17]4[CH:22]=[CH:21][C:20]([OH:23])=[CH:19][CH:18]=4)=[CH:14][CH:13]=3)=[N:8]2)=[CH:3][CH:2]=1.Br[C:28]1([CH2:37][CH2:38][O:39][CH2:40]C)[C:33](=[O:34])[NH:32][C:31](=[O:35])[NH:30][C:29]1=[O:36]. (7) Given the product [C:1]([CH:4]1[CH2:8][N:7]([C:9]2[CH:10]=[N:11][N:12]3[CH2:17][C@H:16]([CH3:18])[N:15]([C:19]([O:21][C:22]([CH3:25])([CH3:24])[CH3:23])=[O:20])[CH2:14][C:13]=23)[C:6](=[O:26])[CH2:5]1)#[N:2], predict the reactants needed to synthesize it. The reactants are: [C:1]([CH:4]1[CH2:8][N:7]([C:9]2[CH:10]=[N:11][N:12]3[CH2:17][C@H:16]([CH3:18])[N:15]([C:19]([O:21][C:22]([CH3:25])([CH3:24])[CH3:23])=[O:20])[CH2:14][C:13]=23)[C:6](=[O:26])[CH2:5]1)(=O)[NH2:2].N1C=CC=CC=1.FC(F)(F)C(OC(=O)C(F)(F)F)=O. (8) Given the product [NH2:2][C:3]1[N:4]=[C:5]([S:10][CH2:17][C:16]2[CH:19]=[CH:20][CH:21]=[CH:22][C:15]=2[F:14])[N:6]=[C:7]([OH:9])[CH:8]=1, predict the reactants needed to synthesize it. The reactants are: O.[NH2:2][C:3]1[CH:8]=[C:7]([OH:9])[N:6]=[C:5]([SH:10])[N:4]=1.[OH-].[K+].O.[F:14][C:15]1[CH:22]=[CH:21][CH:20]=[CH:19][C:16]=1[CH2:17]Br. (9) Given the product [F:1][CH2:2][CH2:3][CH2:4][O:5][C:6]1[N:7]=[CH:8][C:9]([CH2:10][OH:11])=[CH:14][CH:15]=1, predict the reactants needed to synthesize it. The reactants are: [F:1][CH2:2][CH2:3][CH2:4][O:5][C:6]1[CH:15]=[CH:14][C:9]([C:10](OC)=[O:11])=[CH:8][N:7]=1.[H-].[Al+3].[Li+].[H-].[H-].[H-].